This data is from Full USPTO retrosynthesis dataset with 1.9M reactions from patents (1976-2016). The task is: Predict the reactants needed to synthesize the given product. (1) The reactants are: [C:1]1([CH:9]=[CH:8][CH:7]=[C:5]([OH:6])[C:3]=1[OH:4])[OH:2].OO.P([O-])([O-])([O-])=O.OS(O)(=O)=O. Given the product [CH:9]1[C:8]2[CH:8]=[CH:7][CH:5]=[C:3]([OH:4])[C:1](=[O:2])[C:7]=2[C:5]([OH:6])=[C:3]([OH:4])[C:1]=1[OH:2], predict the reactants needed to synthesize it. (2) Given the product [NH2:23][C:22]1[CH:21]=[C:20]([Cl:19])[C:26]([Cl:27])=[CH:25][C:24]=1[C:10]([C:12]1[CH:17]=[CH:16][CH:15]=[CH:14][C:13]=1[F:18])=[O:11], predict the reactants needed to synthesize it. The reactants are: NC1C=C(OC)C=CC=1[C:10]([C:12]1[CH:17]=[CH:16][CH:15]=[CH:14][C:13]=1[F:18])=[O:11].[Cl:19][C:20]1[CH:21]=[C:22]([CH:24]=[CH:25][C:26]=1[Cl:27])[NH2:23].FC1C=CC=CC=1C#N.